From a dataset of Forward reaction prediction with 1.9M reactions from USPTO patents (1976-2016). Predict the product of the given reaction. (1) Given the reactants [OH:1][NH:2][C:3](=[O:9])[O:4][C:5]([CH3:8])([CH3:7])[CH3:6].[OH:10][CH:11]1[CH2:16][CH2:15][N:14]([C:17](=[O:19])[CH3:18])[CH2:13][CH2:12]1.[C:20](Cl)(Cl)=[O:21], predict the reaction product. The product is: [C:5]([O:4][C:3]([NH:2][O:1][C:20]([O:10][CH:11]1[CH2:16][CH2:15][N:14]([C:17](=[O:19])[CH3:18])[CH2:13][CH2:12]1)=[O:21])=[O:9])([CH3:8])([CH3:7])[CH3:6]. (2) Given the reactants [F:1][C:2]([F:13])([F:12])[CH:3]([C:8]([F:11])([F:10])[F:9])[CH:4]([NH2:7])[CH2:5][OH:6].N1C=CC=CC=1.[S:20]1[CH:24]=[CH:23][CH:22]=[C:21]1[S:25](Cl)(=[O:27])=[O:26], predict the reaction product. The product is: [F:1][C:2]([F:12])([F:13])[CH:3]([C:8]([F:9])([F:10])[F:11])[CH:4]([NH:7][S:25]([C:21]1[S:20][CH:24]=[CH:23][CH:22]=1)(=[O:27])=[O:26])[CH2:5][OH:6]. (3) The product is: [Cl:31][C:4]1[CH:5]=[C:6]2[C:10](=[C:2]([NH:1][CH:32]3[CH2:36][CH2:35][CH2:34][CH2:33]3)[CH:3]=1)[NH:9][C:8]([C:11]([NH2:13])=[O:12])=[C:7]2[S:14]([N:17]1[CH2:22][CH2:21][O:20][C@H:19]([CH2:23][O:24][C:25]2[CH:26]=[CH:27][CH:28]=[CH:29][CH:30]=2)[CH2:18]1)(=[O:16])=[O:15]. Given the reactants [NH2:1][C:2]1[CH:3]=[C:4]([Cl:31])[CH:5]=[C:6]2[C:10]=1[NH:9][C:8]([C:11]([NH2:13])=[O:12])=[C:7]2[S:14]([N:17]1[CH2:22][CH2:21][O:20][C@H:19]([CH2:23][O:24][C:25]2[CH:30]=[CH:29][CH:28]=[CH:27][CH:26]=2)[CH2:18]1)(=[O:16])=[O:15].[C:32]1(=O)[CH2:36][CH2:35][CH2:34][CH2:33]1.CCN(C(C)C)C(C)C.C(O[BH-](OC(=O)C)OC(=O)C)(=O)C.[Na+], predict the reaction product. (4) The product is: [F:38][C:33]1[CH:34]=[CH:35][CH:36]=[CH:37][C:32]=1[O:31][C:26]1[N:27]=[CH:28][C:29]2[N:30]=[C:22]([C:19]3[CH:20]=[CH:21][C:16](/[CH:15]=[CH:14]/[C:13]([N:9]4[CH2:10][CH2:11][CH2:12][C@H:8]4[C:6]([OH:7])=[O:5])=[O:39])=[CH:17][CH:18]=3)[O:23][C:24]=2[N:25]=1. Given the reactants C([O:5][C:6]([C@@H:8]1[CH2:12][CH2:11][CH2:10][N:9]1[C:13](=[O:39])/[CH:14]=[CH:15]/[C:16]1[CH:21]=[CH:20][C:19]([C:22]2[O:23][C:24]3[N:25]=[C:26]([O:31][C:32]4[CH:37]=[CH:36][CH:35]=[CH:34][C:33]=4[F:38])[N:27]=[CH:28][C:29]=3[N:30]=2)=[CH:18][CH:17]=1)=[O:7])(C)(C)C, predict the reaction product. (5) Given the reactants [CH3:1][C@H:2]([C:15]([OH:17])=[O:16])[C:3]1[CH:8]=[CH:7][C:6]2[CH:9]=[C:10]([O:13][CH3:14])[CH:11]=[CH:12][C:5]=2[CH:4]=1.[F:18][C:19]([F:27])([C:23]([F:26])([F:25])[F:24])[CH:20](O)[CH3:21].C(Cl)CCl, predict the reaction product. The product is: [CH3:14][O:13][C:10]1[CH:9]=[C:6]2[C:5](=[CH:12][CH:11]=1)[CH:4]=[C:3]([CH:2]([CH3:1])[C:15]([O:17][C@H:20]([C:19]([F:27])([F:18])[C:23]([F:26])([F:25])[F:24])[CH3:21])=[O:16])[CH:8]=[CH:7]2. (6) Given the reactants [Cl:1][C:2]1[CH:3]=[CH:4][C:5]2[N:6]([C:8]([C:11]([OH:13])=O)=[CH:9][N:10]=2)[N:7]=1.[CH:14]([C:17]1[O:21][N:20]=[C:19]([C:22]2[CH:23]=[C:24]([CH:26]=[CH:27][CH:28]=2)[NH2:25])[N:18]=1)([CH3:16])[CH3:15].C(N(CC)C(C)C)(C)C.CN(C(ON1N=NC2C=CC=NC1=2)=[N+](C)C)C.F[P-](F)(F)(F)(F)F.C([O-])(O)=O.[Na+], predict the reaction product. The product is: [Cl:1][C:2]1[CH:3]=[CH:4][C:5]2[N:6]([C:8]([C:11]([NH:25][C:24]3[CH:26]=[CH:27][CH:28]=[C:22]([C:19]4[N:18]=[C:17]([CH:14]([CH3:16])[CH3:15])[O:21][N:20]=4)[CH:23]=3)=[O:13])=[CH:9][N:10]=2)[N:7]=1.